Dataset: NCI-60 drug combinations with 297,098 pairs across 59 cell lines. Task: Regression. Given two drug SMILES strings and cell line genomic features, predict the synergy score measuring deviation from expected non-interaction effect. (1) Drug 1: C1CN(P(=O)(OC1)NCCCl)CCCl. Drug 2: C1C(C(OC1N2C=NC3=C2NC=NCC3O)CO)O. Cell line: HCC-2998. Synergy scores: CSS=-3.02, Synergy_ZIP=3.44, Synergy_Bliss=6.46, Synergy_Loewe=0.524, Synergy_HSA=0.532. (2) Drug 2: C1CCC(C(C1)N)N.C(=O)(C(=O)[O-])[O-].[Pt+4]. Synergy scores: CSS=20.7, Synergy_ZIP=-0.753, Synergy_Bliss=-1.43, Synergy_Loewe=-6.51, Synergy_HSA=-2.15. Drug 1: C1=CC(=CC=C1CC(C(=O)O)N)N(CCCl)CCCl.Cl. Cell line: NCI-H460. (3) Drug 1: C(=O)(N)NO. Drug 2: C1C(C(OC1N2C=NC3=C2NC=NCC3O)CO)O. Cell line: T-47D. Synergy scores: CSS=7.69, Synergy_ZIP=3.13, Synergy_Bliss=-4.85, Synergy_Loewe=5.77, Synergy_HSA=-3.95. (4) Drug 1: C1CNP(=O)(OC1)N(CCCl)CCCl. Drug 2: COCCOC1=C(C=C2C(=C1)C(=NC=N2)NC3=CC=CC(=C3)C#C)OCCOC. Cell line: NCIH23. Synergy scores: CSS=36.0, Synergy_ZIP=-3.39, Synergy_Bliss=-2.65, Synergy_Loewe=-26.9, Synergy_HSA=-3.47. (5) Drug 1: C1=C(C(=O)NC(=O)N1)N(CCCl)CCCl. Drug 2: COCCOC1=C(C=C2C(=C1)C(=NC=N2)NC3=CC=CC(=C3)C#C)OCCOC.Cl. Cell line: NCIH23. Synergy scores: CSS=45.1, Synergy_ZIP=6.37, Synergy_Bliss=8.15, Synergy_Loewe=8.22, Synergy_HSA=8.41. (6) Drug 1: C(=O)(N)NO. Drug 2: CNC(=O)C1=NC=CC(=C1)OC2=CC=C(C=C2)NC(=O)NC3=CC(=C(C=C3)Cl)C(F)(F)F. Cell line: HCC-2998. Synergy scores: CSS=25.9, Synergy_ZIP=-5.55, Synergy_Bliss=-3.29, Synergy_Loewe=-16.5, Synergy_HSA=-7.12.